From a dataset of Reaction yield outcomes from USPTO patents with 853,638 reactions. Predict the reaction yield, written as a fraction of the theoretical maximum amount of product (1.0 means a 100% yield; for example, 0.34 means a 34% yield). (1) The catalyst is O1CCOCC1. The yield is 0.798. The reactants are [ClH:1].O1CCOCC1.[OH:8][C@H:9]1[C:13]2[N:14]=[CH:15][N:16]=[C:17]([N:18]3[CH2:23][CH2:22][N:21](C(OC(C)(C)C)=O)[CH2:20][CH2:19]3)[C:12]=2[C@H:11]([CH3:31])[CH2:10]1. The product is [ClH:1].[ClH:1].[CH3:31][C@H:11]1[C:12]2[C:17]([N:18]3[CH2:19][CH2:20][NH:21][CH2:22][CH2:23]3)=[N:16][CH:15]=[N:14][C:13]=2[C@H:9]([OH:8])[CH2:10]1. (2) The reactants are [O:1]1[C:6]2[CH:7]=[CH:8][CH:9]=[CH:10][C:5]=2[NH:4][C:3](=[O:11])[CH2:2]1.[H-].[Na+].CS(O[CH2:19][CH2:20][N:21]1[CH2:26][CH2:25][CH:24]([NH:27][C:28]([O:30][C:31]([CH3:34])([CH3:33])[CH3:32])=[O:29])[CH2:23][CH2:22]1)(=O)=O.COC1C=C2C(C=CC(=O)N2CCN2CCC(NC(=O)OC(C)(C)C)CC2)=CC=1. The catalyst is ClCCl.CO. The product is [O:11]=[C:3]1[N:4]([CH2:19][CH2:20][N:21]2[CH2:26][CH2:25][CH:24]([NH:27][C:28](=[O:29])[O:30][C:31]([CH3:34])([CH3:33])[CH3:32])[CH2:23][CH2:22]2)[C:5]2[CH:10]=[CH:9][CH:8]=[CH:7][C:6]=2[O:1][CH2:2]1. The yield is 0.630. (3) The reactants are [F:1][C:2]([F:25])([F:24])[O:3][C:4]1[CH:9]=[CH:8][C:7]([N:10]2[CH:14]=[CH:13][C:12]([C:15]3[CH:23]=[CH:22][C:18]([C:19](O)=[O:20])=[CH:17][CH:16]=3)=[N:11]2)=[CH:6][CH:5]=1.C(N(CC)CC)C.C1(P([N:47]=[N+:48]=[N-:49])(C2C=CC=CC=2)=O)C=CC=CC=1. The catalyst is C(O)(C)C. The product is [F:1][C:2]([F:25])([F:24])[O:3][C:4]1[CH:9]=[CH:8][C:7]([N:10]2[CH:14]=[CH:13][C:12]([C:15]3[CH:23]=[CH:22][C:18]([C:19]([N:47]=[N+:48]=[N-:49])=[O:20])=[CH:17][CH:16]=3)=[N:11]2)=[CH:6][CH:5]=1. The yield is 0.300.